This data is from Reaction yield outcomes from USPTO patents with 853,638 reactions. The task is: Predict the reaction yield, written as a fraction of the theoretical maximum amount of product (1.0 means a 100% yield; for example, 0.34 means a 34% yield). (1) The reactants are [O:1]1[C:5]2[CH:6]=[CH:7][C:8]([CH2:10][N:11]3[C:20](=[O:21])[C:19]4[C:14](=[CH:15][CH:16]=[C:17]([C:22](O)=[O:23])[CH:18]=4)[NH:13][C:12]3=[O:25])=[CH:9][C:4]=2[O:3][CH2:2]1.[CH2:26]([NH2:36])[C:27]1[CH:35]=[CH:34][C:33]2[O:32][CH2:31][O:30][C:29]=2[CH:28]=1.C(Cl)Cl.CO. The catalyst is CS(C)=O. The product is [O:32]1[C:33]2[CH:34]=[CH:35][C:27]([CH2:26][NH:36][C:22]([C:17]3[CH:18]=[C:19]4[C:14](=[CH:15][CH:16]=3)[NH:13][C:12](=[O:25])[N:11]([CH2:10][C:8]3[CH:7]=[CH:6][C:5]5[O:1][CH2:2][O:3][C:4]=5[CH:9]=3)[C:20]4=[O:21])=[O:23])=[CH:28][C:29]=2[O:30][CH2:31]1. The yield is 0.360. (2) The reactants are [CH2:1]([N:3]1[C:12]2[C:7](=[CH:8][C:9]([C:13]3[CH:14]=[N:15][C:16]([NH:28][C:29](=[O:33])[NH:30][CH2:31][CH3:32])=[CH:17][C:18]=3[C:19]3[S:20][CH:21]=[C:22]([C:24]([F:27])([F:26])[F:25])[N:23]=3)=[CH:10][N:11]=2)[C:6](=[O:34])[C:5]([C:35]([O:37][CH2:38][CH2:39][CH2:40][O:41][P:42]([O:52]CC2C=CC=CC=2)([O:44]CC2C=CC=CC=2)=[O:43])=[O:36])=[CH:4]1)[CH3:2].C[Si](Br)(C)C.O. The catalyst is ClCCl.CO. The product is [CH2:1]([N:3]1[C:12]2[C:7](=[CH:8][C:9]([C:13]3[CH:14]=[N:15][C:16]([NH:28][C:29](=[O:33])[NH:30][CH2:31][CH3:32])=[CH:17][C:18]=3[C:19]3[S:20][CH:21]=[C:22]([C:24]([F:27])([F:26])[F:25])[N:23]=3)=[CH:10][N:11]=2)[C:6](=[O:34])[C:5]([C:35]([O:37][CH2:38][CH2:39][CH2:40][O:41][P:42]([OH:44])([OH:52])=[O:43])=[O:36])=[CH:4]1)[CH3:2]. The yield is 0.350. (3) The reactants are C(OC([N:8]1[CH2:13][CH2:12][CH:11]([C:14]2[CH:36]=[CH:35][C:17]3[C:18]4[N:22]([CH2:23][CH2:24][O:25][C:16]=3[CH:15]=2)[CH:21]=[C:20]([C:26]2[N:27]([CH:32]([CH3:34])[CH3:33])[N:28]=[C:29]([CH3:31])[N:30]=2)[N:19]=4)[CH2:10][CH2:9]1)=O)(C)(C)C.[ClH:37]. The catalyst is O1CCOCC1.CO. The product is [ClH:37].[CH:32]([N:27]1[C:26]([C:20]2[N:19]=[C:18]3[N:22]([CH2:23][CH2:24][O:25][C:16]4[CH:15]=[C:14]([CH:11]5[CH2:12][CH2:13][NH:8][CH2:9][CH2:10]5)[CH:36]=[CH:35][C:17]=43)[CH:21]=2)=[N:30][C:29]([CH3:31])=[N:28]1)([CH3:34])[CH3:33]. The yield is 0.430. (4) The reactants are O.[C@@H:2]1([N:11]2[C:21]3[N:20]=[C:18]([NH2:19])[NH:17][C:15](=[O:16])[C:14]=3[N:13]=[CH:12]2)O[C@H:7]([CH2:8]O)[C@@H:5](O)[C@H:3]1O.[CH:22]1[C:31]2[C:26](=[CH:27][CH:28]=[CH:29][CH:30]=2)[CH:25]=[CH:24][C:23]=1[CH2:32][Br:33]. The catalyst is CN(C)C(=O)C. The product is [Br-:33].[NH2:19][C:18]1[NH:17][C:15](=[O:16])[C:14]2[N+:13]([CH2:32][C:23]3[CH:24]=[CH:25][C:26]4[C:31](=[CH:30][CH:29]=[CH:28][CH:27]=4)[CH:22]=3)=[CH:12][N:11]([CH2:2][C:3]3[CH:25]=[CH:24][C:23]4[C:7](=[CH:8][CH:30]=[CH:31][CH:22]=4)[CH:5]=3)[C:21]=2[N:20]=1. The yield is 0.400. (5) The reactants are Br[C:2]1[C:11]2[C:6](=[CH:7][CH:8]=[CH:9][CH:10]=2)[C:5]([Br:12])=[CH:4][CH:3]=1.[S:13]1[CH:17]=[CH:16][CH:15]=[C:14]1B(O)O.C([O-])([O-])=O.[Na+].[Na+].CCO. The catalyst is C1(C)C=CC=CC=1. The product is [Br:12][C:5]1[C:6]2[C:11](=[CH:10][CH:9]=[CH:8][CH:7]=2)[C:2]([C:14]2[S:13][CH:17]=[CH:16][CH:15]=2)=[CH:3][CH:4]=1. The yield is 0.730. (6) The reactants are Cl.[F:2][C:3]1[CH:8]=[CH:7][C:6]([CH:9]([C:17]2[CH:22]=[CH:21][C:20]([F:23])=[CH:19][CH:18]=2)[CH:10]2[C:15](=[O:16])[CH2:14][CH2:13][NH:12][CH2:11]2)=[CH:5][CH:4]=1.[N+:24]([C:27]1[CH:34]=[CH:33][C:30]([CH2:31]Br)=[CH:29][CH:28]=1)([O-:26])=[O:25].C(=O)([O-])[O-].[K+].[K+]. The catalyst is CN(C)C=O. The product is [F:2][C:3]1[CH:8]=[CH:7][C:6]([CH:9]([C:17]2[CH:18]=[CH:19][C:20]([F:23])=[CH:21][CH:22]=2)[CH:10]2[C:15](=[O:16])[CH2:14][CH2:13][N:12]([CH2:31][C:30]3[CH:33]=[CH:34][C:27]([N+:24]([O-:26])=[O:25])=[CH:28][CH:29]=3)[CH2:11]2)=[CH:5][CH:4]=1. The yield is 0.690. (7) The reactants are [NH2:1][CH2:2][C@H:3]([OH:33])[C@@H:4]([NH:25][C:26](=[O:32])[O:27][C:28]([CH3:31])([CH3:30])[CH3:29])[CH2:5][C@H:6]([CH2:10][C:11]1[CH:19]=[C:18]2[C:14]([CH:15]=[N:16][N:17]2[CH2:20][CH2:21][CH2:22][O:23][CH3:24])=[CH:13][CH:12]=1)[CH:7]([CH3:9])[CH3:8].[CH3:34][C:35]([CH3:43])([CH2:39][CH2:40][CH2:41][CH3:42])[C:36](O)=[O:37].C1C=CC2N(O)N=NC=2C=1.CCN=C=NCCCN(C)C.Cl.CCN(C(C)C)C(C)C. The catalyst is C(Cl)Cl. The product is [CH3:34][C:35]([CH3:43])([CH2:39][CH2:40][CH2:41][CH3:42])[C:36]([NH:1][CH2:2][C@H:3]([OH:33])[C@@H:4]([NH:25][C:26](=[O:32])[O:27][C:28]([CH3:31])([CH3:30])[CH3:29])[CH2:5][C@H:6]([CH2:10][C:11]1[CH:19]=[C:18]2[C:14]([CH:15]=[N:16][N:17]2[CH2:20][CH2:21][CH2:22][O:23][CH3:24])=[CH:13][CH:12]=1)[CH:7]([CH3:8])[CH3:9])=[O:37]. The yield is 0.750. (8) The reactants are [F:1][C:2]1[CH:17]=[CH:16][C:5]([CH2:6][N:7]2[CH2:12][C@H:11]([CH3:13])[NH:10][CH2:9][C@@H:8]2[CH2:14][OH:15])=[CH:4][CH:3]=1.C(N(CC)CC)C.[Cl:25][C:26]1[CH:36]=[CH:35][C:29]([O:30][CH2:31][C:32](Cl)=[O:33])=[CH:28][CH:27]=1. The catalyst is C(Cl)Cl. The product is [Cl:25][C:26]1[CH:36]=[CH:35][C:29]([O:30][CH2:31][C:32]([N:10]2[CH2:9][C@H:8]([CH2:14][OH:15])[N:7]([CH2:6][C:5]3[CH:16]=[CH:17][C:2]([F:1])=[CH:3][CH:4]=3)[CH2:12][C@H:11]2[CH3:13])=[O:33])=[CH:28][CH:27]=1. The yield is 0.790. (9) The reactants are [CH2:1]([O:8][C:9]1[CH:14]=[C:13]([N:15]([CH2:20][CH2:21][CH2:22][CH3:23])[CH2:16][CH2:17][CH2:18][CH3:19])[CH:12]=[CH:11][C:10]=1[CH:24]=[CH:25][C:26]1[S:30][C:29]([CH:31]=O)=[CH:28][CH:27]=1)[C:2]1[CH:7]=[CH:6][CH:5]=[CH:4][CH:3]=1.[C:33]([C:35]1[C:36](=[C:43]([C:46]#[N:47])[C:44]#[N:45])[O:37][C:38]([CH3:42])([CH3:41])[C:39]=1[CH3:40])#[N:34].C([O-])(=O)C.[NH4+]. The catalyst is C(O)C.O1CCCC1. The product is [CH2:1]([O:8][C:9]1[CH:14]=[C:13]([N:15]([CH2:20][CH2:21][CH2:22][CH3:23])[CH2:16][CH2:17][CH2:18][CH3:19])[CH:12]=[CH:11][C:10]=1[CH:24]=[CH:25][C:26]1[S:30][C:29]([CH:31]=[CH:40][C:39]2[C:38]([CH3:41])([CH3:42])[O:37][C:36](=[C:43]([C:44]#[N:45])[C:46]#[N:47])[C:35]=2[C:33]#[N:34])=[CH:28][CH:27]=1)[C:2]1[CH:3]=[CH:4][CH:5]=[CH:6][CH:7]=1. The yield is 0.584.